Task: Binary Classification. Given a miRNA mature sequence and a target amino acid sequence, predict their likelihood of interaction.. Dataset: Experimentally validated miRNA-target interactions with 360,000+ pairs, plus equal number of negative samples (1) The miRNA is mmu-miR-425-5p with sequence AAUGACACGAUCACUCCCGUUGA. The protein sequence of the target gene is MKGLSGSRSHHHGITCEAACDSLSHHSDHKPYLLSPVDHHPADHPYYTQRNSFQAECVGPFSDPLASSTFPRRHYTSQQELKDESALVPRTLATKANRLPTNLLDQFERQLPLSRDGYHTLQYKRTAVEHRSDSPGRIRHLVHSVQKLFTKSHSLEGPSKGSVNGGKASPDESQTLRYGKRSKSKERRSESKARSNASNASPTSPSWWSSDDNLDGDMCLYHTPSGVMTMGRCPDRSASQYFMEAYNTISEQAVKASRSNNDIKCSTCANLPVTLDAPLLKKSAWSSTLTVSRAREVYQK.... Result: 1 (interaction). (2) The miRNA is mmu-miR-882 with sequence AGGAGAGAGUUAGCGCAUUAGU. The protein sequence of the target gene is MASGRGASSRWFFTREQLENTPSRRCGVEADEELSHRQQAANLIQDMGQRLNVSQLTINTAIVYMHRFYMHHSFTKFNRNIISPTALFLAAKVEEQARKLEHVIKVAHACLHPLEPLLDTKCDAYLQQTQELVLLETIMLQTLGFEITIEHPHTDVVKCTQLVRASKDLAQTSYFMATNSLHLTTFCLQYKPTVIACVCIHLACKWSNWEIPVSTDGKHWWEYVDPTVTLELLDELTHEFLQILEKTPSRLKRIRNWRAMAKKPKVDGQVSETPLLGSSLVQNSILVDSVTGVPANPSFQ.... Result: 0 (no interaction). (3) The miRNA is mmu-miR-7008-3p with sequence UGUGCUUCUUGCCUCUUCUCAG. The protein sequence of the target gene is MNFLLSWVHWSLALLLYLHHAKWSQAAPMAEGGQKPHEVVKFMDVYQRSFCRPIETLVDIFQEYPDEIEFIFKPSCVPLMRCGGCCNDESLECVPTEEFNITMQIMRIKPHQSQHIGEMSFLQHNKCECRPKKDKARQENPCGPCSERRKHLFVQDPQTCKCSCKNTDSRCKARQLELNERTCRCDKPRR. Result: 0 (no interaction). (4) The miRNA is hsa-miR-621 with sequence GGCUAGCAACAGCGCUUACCU. The protein sequence of the target gene is MADQDPAGISPLQQMVASGTGAVVTSLFMTPLDVVKVRLQSQRPSMASELMPSSRLWSLSYTKLPSSLQSTGKCLLYCNGVLEPLYLCPNGARCATWFQDPTRFTGTMDAFVKIVRHEGTRTLWSGLPATLVMTVPATAIYFTAYDQLKAFLCGRALTSDLYAPMVAGALARLGTVTVISPLELMRTKLQAQHVSYRELGACVRTAVAQGGWRSLWLGWGPTALRDVPFSALYWFNYELVKSWLNGFRPKDQTSVGMSFVAGGISGTVAAVLTLPFDVVKTQRQVALGAMEAVRVNPLHV.... Result: 0 (no interaction). (5) The miRNA is hsa-miR-4698 with sequence UCAAAAUGUAGAGGAAGACCCCA. The protein sequence of the target gene is MAGAVPGAIMDEDYYGSAAEWGDEADGGQQEDDSGEGEDDAEVQQECLHKFSTRDYIMEPSIFNTLKRYFQAGGSPENVIQLLSENYTAVAQTVNLLAEWLIQTGVEPVQVQETVENHLKSLLIKHFDPRKADSIFTEEGETPAWLEQMIAHTTWRDLFYKLAEAHPDCLMLNFTVKLISDAGYQGEITSVSTACQQLEVFSRVLRTSLATILDGGEENLEKNLPEFAKMVCHGEHTYLFAQAMMSVLAQEEQGGSAVRRIAQEVQRFAQEKGHDASQITLALGTAASYPRACQALGAML.... Result: 0 (no interaction).